From a dataset of Hepatocyte clearance measurements from AstraZeneca. Regression/Classification. Given a drug SMILES string, predict its absorption, distribution, metabolism, or excretion properties. Task type varies by dataset: regression for continuous measurements (e.g., permeability, clearance, half-life) or binary classification for categorical outcomes (e.g., BBB penetration, CYP inhibition). For this dataset (clearance_hepatocyte_az), we predict log10(clearance) (log10 of the in vitro intrinsic clearance, CLint, in uL/min per 10^6 hepatocytes; values are censored to the assay range of 3 to 150, which is 0.477 to 2.18 on this log10 scale). (1) The compound is C[C@H]1CN(C(=O)[C@@H]2CN(C(C)(C)C)C[C@H]2c2ccc(F)cc2F)C[C@@H](C)[C@]1(O)c1ccccc1. The log10(clearance) is 1.40. (2) The drug is COc1cccc2c1c(NS(=O)(=O)c1ccc(Cl)s1)nn2Cc1cccc(CNC(=O)[C@H]2COCCN2)c1. The log10(clearance) is 1.45.